From a dataset of Forward reaction prediction with 1.9M reactions from USPTO patents (1976-2016). Predict the product of the given reaction. Given the reactants [CH3:1][O:2][C:3]([C:5]1[C:13]([CH3:14])=[C:12]2[C:8]([C:9]([CH:16]3[CH2:21][CH2:20][CH2:19][CH2:18][CH2:17]3)=[C:10](Br)[NH:11]2)=[CH:7][CH:6]=1)=[O:4].[CH3:22][C:23]1[S:24][C:25]([C:29]2[CH:38]=[CH:37][C:36]3[C:31](=[CH:32][CH:33]=[C:34](B(O)O)[CH:35]=3)[N:30]=2)=[C:26]([CH3:28])[N:27]=1.C([O-])(O)=O.[Na+], predict the reaction product. The product is: [CH3:1][O:2][C:3]([C:5]1[C:13]([CH3:14])=[C:12]2[C:8]([C:9]([CH:16]3[CH2:21][CH2:20][CH2:19][CH2:18][CH2:17]3)=[C:10]([C:34]3[CH:35]=[C:36]4[C:31](=[CH:32][CH:33]=3)[N:30]=[C:29]([C:25]3[S:24][C:23]([CH3:22])=[N:27][C:26]=3[CH3:28])[CH:38]=[CH:37]4)[NH:11]2)=[CH:7][CH:6]=1)=[O:4].